The task is: Regression. Given two drug SMILES strings and cell line genomic features, predict the synergy score measuring deviation from expected non-interaction effect.. This data is from NCI-60 drug combinations with 297,098 pairs across 59 cell lines. (1) Drug 1: C1=CC=C(C=C1)NC(=O)CCCCCCC(=O)NO. Drug 2: CC1C(C(CC(O1)OC2CC(CC3=C2C(=C4C(=C3O)C(=O)C5=C(C4=O)C(=CC=C5)OC)O)(C(=O)CO)O)N)O.Cl. Cell line: HOP-62. Synergy scores: CSS=54.2, Synergy_ZIP=0.661, Synergy_Bliss=0.527, Synergy_Loewe=-1.17, Synergy_HSA=4.49. (2) Drug 1: CC1=CC=C(C=C1)C2=CC(=NN2C3=CC=C(C=C3)S(=O)(=O)N)C(F)(F)F. Drug 2: C1CNP(=O)(OC1)N(CCCl)CCCl. Cell line: OVCAR-8. Synergy scores: CSS=-1.97, Synergy_ZIP=-0.208, Synergy_Bliss=-2.15, Synergy_Loewe=-2.23, Synergy_HSA=-2.65.